Dataset: Catalyst prediction with 721,799 reactions and 888 catalyst types from USPTO. Task: Predict which catalyst facilitates the given reaction. Reactant: [CH3:1][O:2][C:3](=[O:28])[C:4]1[CH:9]=[C:8](I)[CH:7]=[C:6]([C:11]([C:13]2[CH:18]=[CH:17][C:16]([NH:19][CH2:20][C:21]3[CH:26]=[CH:25][C:24]([Cl:27])=[CH:23][CH:22]=3)=[CH:15][N:14]=2)=[O:12])[CH:5]=1.[CH2:29]([SH:35])[CH2:30][CH2:31][CH2:32][CH2:33][CH3:34].C1(P(C2C=CC=CC=2)C2C=CC=CC=2OC2C=CC=CC=2P(C2C=CC=CC=2)C2C=CC=CC=2)C=CC=CC=1.CC(C)([O-])C.[K+]. Product: [CH3:1][O:2][C:3](=[O:28])[C:4]1[CH:9]=[C:8]([S:35][CH2:29][CH2:30][CH2:31][CH2:32][CH2:33][CH3:34])[CH:7]=[C:6]([C:11]([C:13]2[CH:18]=[CH:17][C:16]([NH:19][CH2:20][C:21]3[CH:26]=[CH:25][C:24]([Cl:27])=[CH:23][CH:22]=3)=[CH:15][N:14]=2)=[O:12])[CH:5]=1. The catalyst class is: 187.